This data is from Full USPTO retrosynthesis dataset with 1.9M reactions from patents (1976-2016). The task is: Predict the reactants needed to synthesize the given product. (1) Given the product [Br:11][C:8]1[CH:7]=[C:6]([C:4](=[O:5])[CH2:13][CH3:14])[O:10][N:9]=1, predict the reactants needed to synthesize it. The reactants are: CON(C)[C:4]([C:6]1[O:10][N:9]=[C:8]([Br:11])[CH:7]=1)=[O:5].[CH2:13]([Mg]Br)[CH3:14].[NH4+].[Cl-]. (2) Given the product [CH3:33][C:32]1[O:31][C:30]([C:34]2[CH:35]=[CH:36][CH:37]=[CH:38][CH:39]=2)=[N:29][C:28]=1[CH2:27][S:1][C:2]1[CH:7]=[CH:6][C:5]([S:8]([N:11]2[C:19]3[C:14](=[CH:15][CH:16]=[CH:17][CH:18]=3)[CH2:13][C@@H:12]2[C:20]([OH:22])=[O:21])(=[O:10])=[O:9])=[CH:4][CH:3]=1, predict the reactants needed to synthesize it. The reactants are: [SH:1][C:2]1[CH:7]=[CH:6][C:5]([S:8]([N:11]2[C:19]3[C:14](=[CH:15][CH:16]=[CH:17][CH:18]=3)[CH2:13][C@@H:12]2[C:20]([OH:22])=[O:21])(=[O:10])=[O:9])=[CH:4][CH:3]=1.[OH-].[Na+].O.Cl[CH2:27][C:28]1[N:29]=[C:30]([C:34]2[CH:39]=[CH:38][CH:37]=[CH:36][CH:35]=2)[O:31][C:32]=1[CH3:33]. (3) Given the product [CH3:28][C:19]1[N:18]([CH:15]2[CH2:16][CH2:17][N:12]([CH2:11][C@H:6]3[CH2:5][C:4]4[C:8](=[CH:9][CH:10]=[C:2]([NH:1][C:43](=[O:44])[CH:40]([CH3:42])[CH3:41])[CH:3]=4)[CH2:7]3)[CH2:13][CH:14]2[CH2:29][OH:30])[C:22]2[CH:23]=[CH:24][C:25]([CH3:27])=[CH:26][C:21]=2[N:20]=1, predict the reactants needed to synthesize it. The reactants are: [NH2:1][C:2]1[CH:3]=[C:4]2[C:8](=[CH:9][CH:10]=1)[CH2:7][CH:6]([CH2:11][N:12]1[CH2:17][CH2:16][CH:15]([N:18]3[C:22]4[CH:23]=[CH:24][C:25]([CH3:27])=[CH:26][C:21]=4[N:20]=[C:19]3[CH3:28])[CH:14]([CH2:29][OH:30])[CH2:13]1)[CH2:5]2.C(N(C(C)C)CC)(C)C.[CH:40]1([C:43](Cl)=[O:44])[CH2:42][CH2:41]1. (4) Given the product [C:1]([O:5][C:6]([N:8]([CH3:16])[C@@H:9]([CH:13]([CH3:14])[CH3:15])[C:10]([O:12][NH:24][C:22]([O:21][C:17]([CH3:20])([CH3:19])[CH3:18])=[O:23])=[O:11])=[O:7])([CH3:4])([CH3:3])[CH3:2], predict the reactants needed to synthesize it. The reactants are: [C:1]([O:5][C:6]([N:8]([CH3:16])[C@@H:9]([CH:13]([CH3:15])[CH3:14])[C:10]([O-:12])=[O:11])=[O:7])([CH3:4])([CH3:3])[CH3:2].[C:17]([O:21][C:22]([NH:24]O)=[O:23])([CH3:20])([CH3:19])[CH3:18].